This data is from Peptide-MHC class I binding affinity with 185,985 pairs from IEDB/IMGT. The task is: Regression. Given a peptide amino acid sequence and an MHC pseudo amino acid sequence, predict their binding affinity value. This is MHC class I binding data. (1) The peptide sequence is RPMTYKAAL. The MHC is HLA-A26:01 with pseudo-sequence HLA-A26:01. The binding affinity (normalized) is 0. (2) The peptide sequence is KCRVKMEKL. The MHC is HLA-B35:01 with pseudo-sequence HLA-B35:01. The binding affinity (normalized) is 0.0847. (3) The peptide sequence is SIAMLKSKNI. The MHC is HLA-A68:02 with pseudo-sequence HLA-A68:02. The binding affinity (normalized) is 0.293. (4) The peptide sequence is ILMTHFFSIL. The MHC is HLA-A02:02 with pseudo-sequence HLA-A02:02. The binding affinity (normalized) is 0.671. (5) The peptide sequence is QELGHEDLMA. The MHC is HLA-B40:02 with pseudo-sequence HLA-B40:02. The binding affinity (normalized) is 0.274. (6) The peptide sequence is KLSSMAAER. The MHC is HLA-A31:01 with pseudo-sequence HLA-A31:01. The binding affinity (normalized) is 0.744.